From a dataset of Forward reaction prediction with 1.9M reactions from USPTO patents (1976-2016). Predict the product of the given reaction. (1) Given the reactants CC1NN=C(C(F)(F)F)C=1.C(=O)([O-])[O-].[K+].[K+].Br[C:18]1[CH:19]=[CH:20][C:21]([N+:24]([O-:26])=[O:25])=[N:22][CH:23]=1.CC(=O)OCC.[Cl-].[Na+].O, predict the reaction product. The product is: [N+:24]([C:21]1[CH:20]=[CH:19][CH:18]=[CH:23][N:22]=1)([O-:26])=[O:25]. (2) Given the reactants [C:1](Cl)(=[O:3])[CH3:2].[NH2:5][C@@H:6]1[CH2:10][CH2:9][N:8]([CH2:11][C:12]2[CH:33]=[CH:32][C:15]([C:16]([NH:18][CH2:19][C:20]3[CH:25]=[C:24]([Cl:26])[CH:23]=[CH:22][C:21]=3[S:27]([CH2:30][CH3:31])(=[O:29])=[O:28])=[O:17])=[CH:14][C:13]=2[C:34]([F:37])([F:36])[F:35])[CH2:7]1, predict the reaction product. The product is: [C:1]([NH:5][C@@H:6]1[CH2:10][CH2:9][N:8]([CH2:11][C:12]2[CH:33]=[CH:32][C:15]([C:16]([NH:18][CH2:19][C:20]3[CH:25]=[C:24]([Cl:26])[CH:23]=[CH:22][C:21]=3[S:27]([CH2:30][CH3:31])(=[O:29])=[O:28])=[O:17])=[CH:14][C:13]=2[C:34]([F:36])([F:37])[F:35])[CH2:7]1)(=[O:3])[CH3:2].